This data is from Reaction yield outcomes from USPTO patents with 853,638 reactions. The task is: Predict the reaction yield, written as a fraction of the theoretical maximum amount of product (1.0 means a 100% yield; for example, 0.34 means a 34% yield). (1) The reactants are [NH2:1][CH2:2][CH2:3][SH:4].[F:5][C:6]([F:16])([F:15])[C:7](=[O:14])[CH:8]=[C:9](SC)SC. The catalyst is C(O)C. The product is [F:5][C:6]([F:16])([F:15])[C:7](=[O:14])[CH:8]=[C:9]1[NH:1][CH2:2][CH2:3][S:4]1. The yield is 0.810. (2) The reactants are [Cl:1][C:2]1[C:3]([O:21][CH3:22])=[C:4]([C:9]([CH3:20])([CH3:19])[CH2:10][C:11]([OH:18])([C:14]([F:17])([F:16])[F:15])[CH:12]=O)[CH:5]=[CH:6][C:7]=1[CH3:8].[NH2:23][C:24]1[CH:33]=[CH:32][CH:31]=[C:30]2[C:25]=1[CH:26]=[CH:27][NH:28][C:29]2=[O:34]. The catalyst is CC1C=CC=CC=1C.[Cl-].[Na+].O.C(OCC)(=O)C.CC([O-])C.CC([O-])C.CC([O-])C.CC([O-])C.[Ti+4]. The product is [Cl:1][C:2]1[C:3]([O:21][CH3:22])=[C:4]([C:9]([CH3:19])([CH3:20])[CH2:10][C:11]([OH:18])([C:14]([F:17])([F:16])[F:15])[CH:12]=[N:23][C:24]2[CH:33]=[CH:32][CH:31]=[C:30]3[C:25]=2[CH:26]=[CH:27][NH:28][C:29]3=[O:34])[CH:5]=[CH:6][C:7]=1[CH3:8]. The yield is 0.703. (3) The reactants are [NH2:1][C:2]1[N:10]=[C:9]2[C:5]([NH:6][CH:7]=[N:8]2)=[C:4]([I:11])[N:3]=1.Br[CH2:13][C:14]([O:16][CH2:17][CH3:18])=[O:15].C(=O)([O-])[O-].[K+].[K+]. The catalyst is CN(C=O)C. The product is [CH2:17]([O:16][C:14](=[O:15])[CH2:13][N:8]1[CH:7]=[N:6][C:5]2[C:9]1=[N:10][C:2]([NH2:1])=[N:3][C:4]=2[I:11])[CH3:18]. The yield is 0.950. (4) The reactants are [CH:1]1([N:7]([CH:18]2[CH2:23][CH2:22][CH2:21][CH2:20][CH2:19]2)[C:8]([NH:10][C:11]2[S:12][C:13]([CH:16]=O)=[CH:14][N:15]=2)=[O:9])[CH2:6][CH2:5][CH2:4][CH2:3][CH2:2]1.[NH:24]1[CH2:29][CH2:28][NH:27][CH2:26][C:25]1=[O:30].C(O)(=O)C.C(O[BH-](OC(=O)C)OC(=O)C)(=O)C.[Na+]. No catalyst specified. The product is [CH:18]1([N:7]([CH:1]2[CH2:6][CH2:5][CH2:4][CH2:3][CH2:2]2)[C:8]([NH:10][C:11]2[S:12][C:13]([CH2:16][N:27]3[CH2:28][CH2:29][NH:24][C:25](=[O:30])[CH2:26]3)=[CH:14][N:15]=2)=[O:9])[CH2:19][CH2:20][CH2:21][CH2:22][CH2:23]1. The yield is 0.400. (5) The reactants are [Cl:1][C:2]1[CH:3]=[C:4]([CH:8]([CH:11]=O)[C:9]#[N:10])[CH:5]=[CH:6][CH:7]=1.[NH2:13][NH2:14].O. The catalyst is C(O)C. The product is [Cl:1][C:2]1[CH:3]=[C:4]([C:8]2[CH:11]=[N:13][NH:14][C:9]=2[NH2:10])[CH:5]=[CH:6][CH:7]=1. The yield is 0.0600. (6) The reactants are Cl.Cl.[Cl:3][CH2:4][C:5](=[NH:7])[NH2:6].Cl[C:9](=[CH2:12])[C:10]#[N:11].C(N(CC)CC)C. The catalyst is C(O)C. The product is [Cl:3][CH2:4][C:5]1[N:6]=[C:10]([NH2:11])[CH:9]=[CH:12][N:7]=1. The yield is 0.180. (7) The yield is 0.840. The product is [Br:1][CH2:2][CH2:3][CH2:4][CH2:5][C:6]([CH3:16])([C:9]1[CH:10]=[CH:11][CH:12]=[CH:13][CH:14]=1)[CH2:7][OH:8]. The reactants are [Br:1][CH2:2][CH2:3][CH2:4][CH2:5][C:6]([CH3:16])([C:9]1[CH:14]=[CH:13][C:12](C)=[CH:11][CH:10]=1)[CH2:7][OH:8].BrCCCCC(C)(C1C=CC=CC=1)C(OCC)=O.[Li+].[BH4-].CO. The catalyst is C(Cl)Cl.